This data is from Catalyst prediction with 721,799 reactions and 888 catalyst types from USPTO. The task is: Predict which catalyst facilitates the given reaction. Reactant: C1(O[C:8](=[O:16])[O:9][C:10]2[CH:15]=[CH:14][CH:13]=[CH:12][CH:11]=2)C=CC=CC=1.[C@@H:17]1([NH2:26])[CH2:24][CH2:23][CH:22]=[CH:21][CH2:20][CH2:19][C@@H:18]1[NH2:25]. Product: [C:10]1([O:9][C:8](=[O:16])[NH:25][C@H:18]2[C@@H:17]([NH2:26])[CH2:24][CH2:23][CH:22]=[CH:21][CH2:20][CH2:19]2)[CH:11]=[CH:12][CH:13]=[CH:14][CH:15]=1. The catalyst class is: 4.